This data is from Forward reaction prediction with 1.9M reactions from USPTO patents (1976-2016). The task is: Predict the product of the given reaction. (1) Given the reactants Cl[C:2]1[CH:3]=[CH:4][C:5]2[O:14][CH2:13][CH2:12][C:11]3[CH:10]=[C:9]([C:15]4[N:16]([C:20]5[CH:25]=[CH:24][C:23]([F:26])=[CH:22][C:21]=5[F:27])[N:17]=[CH:18][N:19]=4)[S:8][C:7]=3[C:6]=2[N:28]=1.[CH3:29][N:30]1[CH2:34][CH2:33][CH:32]([CH2:35][NH2:36])[CH2:31]1.C(N1CCN2CCN(CCCC)P1N(CCCC)CC2)CCC, predict the reaction product. The product is: [F:27][C:21]1[CH:22]=[C:23]([F:26])[CH:24]=[CH:25][C:20]=1[N:16]1[C:15]([C:9]2[S:8][C:7]3[C:6]4[N:28]=[C:2]([NH:36][CH2:35][CH:32]5[CH2:33][CH2:34][N:30]([CH3:29])[CH2:31]5)[CH:3]=[CH:4][C:5]=4[O:14][CH2:13][CH2:12][C:11]=3[CH:10]=2)=[N:19][CH:18]=[N:17]1. (2) Given the reactants [Br:1][C:2]1[C:3]([CH3:12])=[C:4]([N+:9]([O-])=O)[C:5]([CH3:8])=[N:6][CH:7]=1.CCO.[Cl-].[NH4+], predict the reaction product. The product is: [Br:1][C:2]1[C:3]([CH3:12])=[C:4]([NH2:9])[C:5]([CH3:8])=[N:6][CH:7]=1.